Dataset: Reaction yield outcomes from USPTO patents with 853,638 reactions. Task: Predict the reaction yield, written as a fraction of the theoretical maximum amount of product (1.0 means a 100% yield; for example, 0.34 means a 34% yield). (1) The reactants are CC1C=CC(S(O[C:12]2[CH:21]=[CH:20][C:19]3[C:18](=[O:22])[CH2:17][CH2:16][CH2:15][C:14]=3[CH:13]=2)(=O)=O)=CC=1.[F:23][C:24]1[CH:29]=[CH:28][C:27]([SH:30])=[CH:26][CH:25]=1.CCN(C(C)C)C(C)C. The catalyst is O1CCOCC1.C1C=CC(/C=C/C(/C=C/C2C=CC=CC=2)=O)=CC=1.C1C=CC(/C=C/C(/C=C/C2C=CC=CC=2)=O)=CC=1.C1C=CC(/C=C/C(/C=C/C2C=CC=CC=2)=O)=CC=1.[Pd].[Pd].CC1(C)C2C(=C(P(C3C=CC=CC=3)C3C=CC=CC=3)C=CC=2)OC2C(P(C3C=CC=CC=3)C3C=CC=CC=3)=CC=CC1=2. The product is [F:23][C:24]1[CH:29]=[CH:28][C:27]([S:30][C:12]2[CH:13]=[C:14]3[C:19](=[CH:20][CH:21]=2)[C:18](=[O:22])[CH2:17][CH2:16][CH2:15]3)=[CH:26][CH:25]=1. The yield is 0.770. (2) The reactants are [CH2:1]([N:4]1[CH:8]=[CH:7][N:6]=[C:5]1[C:9]1[S:13][C:12](Br)=[N:11][C:10]=1[Br:15])[CH:2]=[CH2:3].C[Sn](C)(C)[C:18]1[CH:23]=[CH:22][N:21]=[C:20]([NH:24][C:25](=[O:27])[CH3:26])[CH:19]=1.[Cl-].[Li+]. The catalyst is O1CCOCC1.[Cu]I. The product is [CH2:1]([N:4]1[CH:8]=[CH:7][N:6]=[C:5]1[C:9]1[S:13][C:12]([C:18]2[CH:23]=[CH:22][N:21]=[C:20]([NH:24][C:25](=[O:27])[CH3:26])[CH:19]=2)=[N:11][C:10]=1[Br:15])[CH:2]=[CH2:3]. The yield is 0.540. (3) The reactants are [F:1][C:2]1[CH:19]=[CH:18][C:5]([O:6][C:7]2[N:12]=[CH:11][C:10]([CH2:13][C:14](Cl)=[N:15][OH:16])=[CH:9][CH:8]=2)=[CH:4][CH:3]=1.O1CCCC1.[C:25]([C:27]1[CH:28]=[CH:29][C:30]([NH2:33])=[N:31][CH:32]=1)#[CH:26].C(N(CC)CC)C. The catalyst is O. The product is [F:1][C:2]1[CH:19]=[CH:18][C:5]([O:6][C:7]2[N:12]=[CH:11][C:10]([CH2:13][C:14]3[CH:26]=[C:25]([C:27]4[CH:28]=[CH:29][C:30]([NH2:33])=[N:31][CH:32]=4)[O:16][N:15]=3)=[CH:9][CH:8]=2)=[CH:4][CH:3]=1. The yield is 0.190. (4) The reactants are O(S(C(F)(F)F)(=O)=O)S(C(F)(F)F)(=O)=O.[CH2:16]([O:23][N:24]1[C:30](=[O:31])[N:29]2[CH2:32][C@H:25]1[CH2:26][CH2:27][C@H:28]2[C:33]([NH:35][NH:36][C:37](=[O:41])[C:38]([NH2:40])=[O:39])=O)[C:17]1[CH:22]=[CH:21][CH:20]=[CH:19][CH:18]=1.N1C=CC=CC=1. The catalyst is C(Cl)Cl. The product is [CH2:16]([O:23][N:24]1[C:30](=[O:31])[N:29]2[CH2:32][C@H:25]1[CH2:26][CH2:27][C@H:28]2[C:33]1[O:41][C:37]([C:38]([NH2:40])=[O:39])=[N:36][N:35]=1)[C:17]1[CH:22]=[CH:21][CH:20]=[CH:19][CH:18]=1. The yield is 0.470. (5) The reactants are [NH2:1][C:2]1[CH:7]=[CH:6][C:5]([C:8]2[CH:13]=[CH:12][C:11]([NH:14][C:15](=[O:20])[CH2:16][CH2:17][CH2:18][CH3:19])=[CH:10][CH:9]=2)=[CH:4][CH:3]=1.[C:21](Cl)(Cl)=[S:22].C(N(CC)CC)C. The catalyst is C1C=CC=CC=1. The product is [N:1]([C:2]1[CH:7]=[CH:6][C:5]([C:8]2[CH:13]=[CH:12][C:11]([NH:14][C:15](=[O:20])[CH2:16][CH2:17][CH2:18][CH3:19])=[CH:10][CH:9]=2)=[CH:4][CH:3]=1)=[C:21]=[S:22]. The yield is 0.680. (6) The reactants are [Br:1][C:2]1[CH:7]=[CH:6][C:5]([CH:8]2[C:13]([C:14]([O:16][CH2:17][CH3:18])=[O:15])=[C:12]([CH3:19])[NH:11][C:10]([CH3:20])=[C:9]2[C:21]([O:23][CH2:24][CH3:25])=[O:22])=[CH:4][CH:3]=1.[H-].[Na+].[CH2:28](Cl)[C:29]1[CH:34]=[CH:33][CH:32]=[CH:31][CH:30]=1.[NH4+].[Cl-]. The catalyst is CN(C=O)C. The product is [CH2:28]([N:11]1[C:12]([CH3:19])=[C:13]([C:14]([O:16][CH2:17][CH3:18])=[O:15])[CH:8]([C:5]2[CH:4]=[CH:3][C:2]([Br:1])=[CH:7][CH:6]=2)[C:9]([C:21]([O:23][CH2:24][CH3:25])=[O:22])=[C:10]1[CH3:20])[C:29]1[CH:34]=[CH:33][CH:32]=[CH:31][CH:30]=1. The yield is 0.0400.